From a dataset of Catalyst prediction with 721,799 reactions and 888 catalyst types from USPTO. Predict which catalyst facilitates the given reaction. Reactant: N1CCCCC1.[NH:7](C(OCC1C2C(=CC=CC=2)C2C1=CC=CC=2)=O)[C@H:8]([C:13]([NH:15][C@H:16]([C:18]([NH:20][C@H:21]([C:26]([O:28][CH2:29][C:30]1[CH:35]=[CH:34][CH:33]=[CH:32][CH:31]=1)=[O:27])[CH2:22][CH:23]([CH3:25])[CH3:24])=[O:19])[CH3:17])=[O:14])[CH2:9][CH2:10][S:11][CH3:12]. Product: [NH2:7][C@H:8]([C:13]([NH:15][C@H:16]([C:18]([NH:20][C@H:21]([C:26]([O:28][CH2:29][C:30]1[CH:31]=[CH:32][CH:33]=[CH:34][CH:35]=1)=[O:27])[CH2:22][CH:23]([CH3:24])[CH3:25])=[O:19])[CH3:17])=[O:14])[CH2:9][CH2:10][S:11][CH3:12]. The catalyst class is: 3.